Dataset: Reaction yield outcomes from USPTO patents with 853,638 reactions. Task: Predict the reaction yield, written as a fraction of the theoretical maximum amount of product (1.0 means a 100% yield; for example, 0.34 means a 34% yield). (1) The reactants are [CH2:1]([NH:4][C:5]1[N:10]=[C:9]([NH:11][CH2:12][CH2:13][CH3:14])[N:8]=[C:7]([N:15]([CH3:21])[O:16][CH2:17][CH:18]2[CH2:20][CH2:19]2)[N:6]=1)[CH2:2][CH3:3].[OH:22][S:23]([OH:26])(=[O:25])=[O:24]. No catalyst specified. The product is [S:23]([OH:26])([OH:25])(=[O:24])=[O:22].[CH2:1]([NH:4][C:5]1[N:10]=[C:9]([NH:11][CH2:12][CH2:13][CH3:14])[N:8]=[C:7]([N:15]([CH3:21])[O:16][CH2:17][CH:18]2[CH2:19][CH2:20]2)[N:6]=1)[CH2:2][CH3:3]. The yield is 1.00. (2) The reactants are [C:1]([O:5][C:6](=[O:44])[CH2:7][CH:8]([NH:23][C:24](=[O:43])[CH2:25][CH2:26][CH2:27][CH2:28][CH2:29][CH2:30][CH2:31][CH2:32][CH2:33][CH2:34][NH:35][C:36]([O:38][C:39]([CH3:42])([CH3:41])[CH3:40])=[O:37])[CH:9]([OH:22])[CH2:10][O:11][C:12]1[C:17]([F:18])=[C:16]([F:19])[CH:15]=[C:14]([F:20])[C:13]=1[F:21])([CH3:4])([CH3:3])[CH3:2].CC(OI1(OC(C)=O)(OC(C)=O)OC(=O)C2C=CC=CC1=2)=O.C([O-])(O)=O.[Na+]. The catalyst is C(Cl)Cl. The product is [C:1]([O:5][C:6](=[O:44])[CH2:7][CH:8]([NH:23][C:24](=[O:43])[CH2:25][CH2:26][CH2:27][CH2:28][CH2:29][CH2:30][CH2:31][CH2:32][CH2:33][CH2:34][NH:35][C:36]([O:38][C:39]([CH3:42])([CH3:41])[CH3:40])=[O:37])[C:9](=[O:22])[CH2:10][O:11][C:12]1[C:17]([F:18])=[C:16]([F:19])[CH:15]=[C:14]([F:20])[C:13]=1[F:21])([CH3:4])([CH3:2])[CH3:3]. The yield is 0.640. (3) The reactants are [CH2:1]([N:4]1[CH:8]=[CH:7][N:6]=[C:5]1[C:9]1[S:10][C:11](I)=[CH:12][C:13]=1[C:14]1[CH:19]=[CH:18][C:17]([Cl:20])=[CH:16][C:15]=1[Cl:21])[CH:2]=[CH2:3].C[Sn](C)(C)[C:25]1[CH:30]=[CH:29][N:28]=[C:27]([NH:31][C:32](=[O:34])[CH3:33])[CH:26]=1.[Li+].[Cl-]. The catalyst is C1C=CC([P]([Pd]([P](C2C=CC=CC=2)(C2C=CC=CC=2)C2C=CC=CC=2)([P](C2C=CC=CC=2)(C2C=CC=CC=2)C2C=CC=CC=2)[P](C2C=CC=CC=2)(C2C=CC=CC=2)C2C=CC=CC=2)(C2C=CC=CC=2)C2C=CC=CC=2)=CC=1.[Cu]I. The product is [CH2:1]([N:4]1[CH:8]=[CH:7][N:6]=[C:5]1[C:9]1[S:10][C:11]([C:25]2[CH:30]=[CH:29][N:28]=[C:27]([NH:31][C:32](=[O:34])[CH3:33])[CH:26]=2)=[CH:12][C:13]=1[C:14]1[CH:19]=[CH:18][C:17]([Cl:20])=[CH:16][C:15]=1[Cl:21])[CH:2]=[CH2:3]. The yield is 0.510. (4) The reactants are Cl[C:2]1[N:7]=[C:6]([C:8]2[S:12][C:11]([N:13]([CH3:15])[CH3:14])=[N:10][C:9]=2[C:16]2[CH:17]=[C:18]([NH:22][S:23]([C:26]3[C:31]([F:32])=[CH:30][CH:29]=[CH:28][C:27]=3[F:33])(=[O:25])=[O:24])[CH:19]=[CH:20][CH:21]=2)[CH:5]=[CH:4][N:3]=1.[NH4+:34].[OH-]. No catalyst specified. The product is [NH2:34][C:2]1[N:7]=[C:6]([C:8]2[S:12][C:11]([N:13]([CH3:15])[CH3:14])=[N:10][C:9]=2[C:16]2[CH:17]=[C:18]([NH:22][S:23]([C:26]3[C:31]([F:32])=[CH:30][CH:29]=[CH:28][C:27]=3[F:33])(=[O:25])=[O:24])[CH:19]=[CH:20][CH:21]=2)[CH:5]=[CH:4][N:3]=1. The yield is 0.310. (5) The reactants are [NH2:1][CH:2]([C:6]1[CH:11]=[CH:10][C:9]([F:12])=[C:8]([F:13])[CH:7]=1)[CH:3]([OH:5])[CH3:4].[C:14](O[C:14]([O:16][C:17]([CH3:20])([CH3:19])[CH3:18])=[O:15])([O:16][C:17]([CH3:20])([CH3:19])[CH3:18])=[O:15]. The catalyst is C(Cl)(Cl)Cl. The product is [C:17]([O:16][C:14](=[O:15])[NH:1][CH:2]([C:6]1[CH:11]=[CH:10][C:9]([F:12])=[C:8]([F:13])[CH:7]=1)[CH:3]([OH:5])[CH3:4])([CH3:20])([CH3:19])[CH3:18]. The yield is 0.910. (6) The reactants are [CH:1]1([CH2:7][N:8]2[C:12]([C:13]3[CH:18]=[C:17]([C:19]([CH3:22])([CH3:21])[CH3:20])[CH:16]=[C:15]([C:23]([CH3:26])([CH3:25])[CH3:24])[CH:14]=3)=[CH:11][C:10]([S:27]([NH:30][CH2:31][CH2:32][C:33]([O:35]C)=[O:34])(=[O:29])=[O:28])=[C:9]2[CH3:37])[CH2:6][CH2:5][CH2:4][CH2:3][CH2:2]1.O[Li].O. The catalyst is CO.O. The product is [CH:1]1([CH2:7][N:8]2[C:12]([C:13]3[CH:18]=[C:17]([C:19]([CH3:21])([CH3:20])[CH3:22])[CH:16]=[C:15]([C:23]([CH3:25])([CH3:26])[CH3:24])[CH:14]=3)=[CH:11][C:10]([S:27]([NH:30][CH2:31][CH2:32][C:33]([OH:35])=[O:34])(=[O:28])=[O:29])=[C:9]2[CH3:37])[CH2:6][CH2:5][CH2:4][CH2:3][CH2:2]1. The yield is 0.790. (7) The yield is 0.770. The reactants are Br[C:2]1[CH:3]=[C:4]([C:8]2[CH:13]=[CH:12][CH:11]=[CH:10][N:9]=2)[CH:5]=[CH:6][CH:7]=1.[B:14]1([B:14]2[O:18][C:17]([CH3:20])([CH3:19])[C:16]([CH3:22])([CH3:21])[O:15]2)[O:18][C:17]([CH3:20])([CH3:19])[C:16]([CH3:22])([CH3:21])[O:15]1.C([O-])(=O)C.[K+]. The catalyst is C1C=CC(P(C2C=CC=CC=2)[C-]2C=CC=C2)=CC=1.C1C=CC(P(C2C=CC=CC=2)[C-]2C=CC=C2)=CC=1.Cl[Pd]Cl.[Fe+2].O1CCOCC1. The product is [CH3:21][C:16]1([CH3:22])[C:17]([CH3:20])([CH3:19])[O:18][B:14]([C:2]2[CH:3]=[C:4]([C:8]3[CH:13]=[CH:12][CH:11]=[CH:10][N:9]=3)[CH:5]=[CH:6][CH:7]=2)[O:15]1. (8) The reactants are [CH3:1][O:2][C:3]1[CH:14]=[CH:13][C:6]([C:7](N(OC)C)=[O:8])=[CH:5][C:4]=1[CH3:15].COC1C=CC(C(O)=O)=CC=1C.Cl.CNOC.[Br:33][C:34]1[CH:39]=[C:38]([CH2:40][CH2:41][O:42][CH3:43])[CH:37]=[C:36](Br)[CH:35]=1.C([Li])CCC. No catalyst specified. The product is [Br:33][C:34]1[CH:35]=[C:36]([C:7]([C:6]2[CH:13]=[CH:14][C:3]([O:2][CH3:1])=[C:4]([CH3:15])[CH:5]=2)=[O:8])[CH:37]=[C:38]([CH2:40][CH2:41][O:42][CH3:43])[CH:39]=1. The yield is 0.530. (9) The reactants are [CH3:1][N:2]([S:20]([C:23]1[S:24][CH:25]=[CH:26][CH:27]=1)(=[O:22])=[O:21])[C:3]1[CH:4]=[CH:5][CH:6]=[C:7]2[C:11]=1[NH:10][C:9]([C:12]1[S:13][CH:14]([C:17]([OH:19])=[O:18])[CH2:15][N:16]=1)=[CH:8]2.N1(O)C2C=CC=C[C:31]=2N=N1.Cl.CN(C)CCCN=C=NCC.C(O)(=O)CC(CC(O)=O)(C(O)=O)O. The catalyst is CN(C)C=O.CN(C1C=CN=CC=1)C.CO. The product is [CH3:1][N:2]([S:20]([C:23]1[S:24][CH:25]=[CH:26][CH:27]=1)(=[O:22])=[O:21])[C:3]1[CH:4]=[CH:5][CH:6]=[C:7]2[C:11]=1[NH:10][C:9]([C:12]1[S:13][CH:14]([C:17]([O:19][CH3:31])=[O:18])[CH2:15][N:16]=1)=[CH:8]2. The yield is 0.650.